From a dataset of Forward reaction prediction with 1.9M reactions from USPTO patents (1976-2016). Predict the product of the given reaction. (1) Given the reactants [F:1][C:2]([F:13])([F:12])[C:3]1[CH:11]=[CH:10][CH:9]=[CH:8][C:4]=1[C:5]([OH:7])=[O:6].OS(O)(=O)=O.[N+:19]([O-])([OH:21])=[O:20], predict the reaction product. The product is: [N+:19]([C:10]1[CH:9]=[CH:8][C:4]([C:5]([OH:7])=[O:6])=[C:3]([C:2]([F:12])([F:13])[F:1])[CH:11]=1)([O-:21])=[O:20]. (2) Given the reactants C(O)(=O)C.[Cl:5][C:6]1[CH:19]=[CH:18][C:9]([CH2:10][C:11]2[CH:12]=[C:13]([CH:16]=O)[S:14][CH:15]=2)=[CH:8][CH:7]=1.[S:20]1[CH2:26][C:24](=[O:25])[NH:23][C:21]1=[S:22].C([O-])(=O)C.[Na+], predict the reaction product. The product is: [Cl:5][C:6]1[CH:19]=[CH:18][C:9]([CH2:10][C:11]2[CH:12]=[C:13]([CH:16]=[C:26]3[S:20][C:21](=[S:22])[NH:23][C:24]3=[O:25])[S:14][CH:15]=2)=[CH:8][CH:7]=1. (3) Given the reactants C(=O)(O)[O-].[Na+].[NH2:6][C:7]1[CH:15]=[CH:14][CH:13]=[C:12]([CH3:16])[C:8]=1[C:9]([OH:11])=[O:10].[CH3:17][C:18]1[O:22][C:21]([C:23]2[CH:28]=[CH:27][CH:26]=[CH:25][CH:24]=2)=[N:20][C:19]=1[CH2:29][O:30][C:31]1[CH:36]=[CH:35][C:34]([S:37](Cl)(=[O:39])=[O:38])=[CH:33][CH:32]=1, predict the reaction product. The product is: [CH3:16][C:12]1[CH:13]=[CH:14][CH:15]=[C:7]([NH:6][S:37]([C:34]2[CH:35]=[CH:36][C:31]([O:30][CH2:29][C:19]3[N:20]=[C:21]([C:23]4[CH:24]=[CH:25][CH:26]=[CH:27][CH:28]=4)[O:22][C:18]=3[CH3:17])=[CH:32][CH:33]=2)(=[O:38])=[O:39])[C:8]=1[C:9]([OH:11])=[O:10]. (4) Given the reactants [Li+].[CH3:2][CH:3]([N-]C(C)C)C.[CH:9]1([C:13]([OH:15])=[O:14])[CH2:12][CH2:11][CH2:10]1.ICC.Cl, predict the reaction product. The product is: [CH2:2]([C:9]1([C:13]([OH:15])=[O:14])[CH2:12][CH2:11][CH2:10]1)[CH3:3]. (5) Given the reactants [I:1][C:2]1[CH:7]=[CH:6][C:5]([CH:8]2[C:17]3[C:12](=[CH:13][C:14]([O:18]C)=[CH:15][CH:16]=3)[CH2:11][CH2:10][N:9]2[C:20]2[CH:25]=[CH:24][CH:23]=[CH:22][CH:21]=2)=[CH:4][CH:3]=1, predict the reaction product. The product is: [I:1][C:2]1[CH:3]=[CH:4][C:5]([CH:8]2[C:17]3[C:12](=[CH:13][C:14]([OH:18])=[CH:15][CH:16]=3)[CH2:11][CH2:10][N:9]2[C:20]2[CH:21]=[CH:22][CH:23]=[CH:24][CH:25]=2)=[CH:6][CH:7]=1.